From a dataset of Catalyst prediction with 721,799 reactions and 888 catalyst types from USPTO. Predict which catalyst facilitates the given reaction. (1) Reactant: [N:1]1[NH:2][N:3]=[N:4][C:5]=1[N:6]1[CH2:10][CH2:9][C@@H:8]([OH:11])[CH2:7]1.[C:12]([O-])([O-])=O.[Na+].[Na+].C(I)C. Product: [CH3:12][N:3]1[N:2]=[N:1][C:5]([N:6]2[CH2:10][CH2:9][C@@H:8]([OH:11])[CH2:7]2)=[N:4]1. The catalyst class is: 3. (2) Reactant: C(N(CC)CC)C.[C:8]([C:12]1[CH:17]=[CH:16][C:15]([S:18]([NH:21][CH2:22][C:23]2[CH:31]=[CH:30][C:26]([C:27]([OH:29])=O)=[CH:25][CH:24]=2)(=[O:20])=[O:19])=[CH:14][CH:13]=1)([CH3:11])([CH3:10])[CH3:9].CCN=C=NCCCN(C)C.C1C=CC2N(O)N=NC=2C=1.[CH3:53][O:54][C:55]1[N:60]=[CH:59][C:58]([NH2:61])=[CH:57][CH:56]=1. Product: [C:8]([C:12]1[CH:17]=[CH:16][C:15]([S:18]([NH:21][CH2:22][C:23]2[CH:24]=[CH:25][C:26]([C:27]([NH:61][C:58]3[CH:59]=[N:60][C:55]([O:54][CH3:53])=[CH:56][CH:57]=3)=[O:29])=[CH:30][CH:31]=2)(=[O:20])=[O:19])=[CH:14][CH:13]=1)([CH3:11])([CH3:9])[CH3:10]. The catalyst class is: 2.